This data is from Catalyst prediction with 721,799 reactions and 888 catalyst types from USPTO. The task is: Predict which catalyst facilitates the given reaction. (1) The catalyst class is: 586. Reactant: [N+:1]([C:4]1[CH:9]=[CH:8][CH:7]=[CH:6][C:5]=1[NH:10][C:11]1[CH:55]=[CH:54][C:14]([O:15][C:16]2[CH:21]=[CH:20][C:19]([C:22]([C:31]3[CH:36]=[CH:35][C:34]([O:37][C:38]4[CH:43]=[CH:42][C:41]([NH:44][C:45]5[CH:50]=[CH:49][CH:48]=[CH:47][C:46]=5[N+:51]([O-])=O)=[CH:40][CH:39]=4)=[CH:33][CH:32]=3)([C:27]([F:30])([F:29])[F:28])[C:23]([F:26])([F:25])[F:24])=[CH:18][CH:17]=2)=[CH:13][CH:12]=1)([O-])=O.[H][H].CCCCCC. Product: [NH2:51][C:46]1[CH:47]=[CH:48][CH:49]=[CH:50][C:45]=1[NH:44][C:41]1[CH:40]=[CH:39][C:38]([O:37][C:34]2[CH:33]=[CH:32][C:31]([C:22]([C:19]3[CH:20]=[CH:21][C:16]([O:15][C:14]4[CH:54]=[CH:55][C:11]([NH:10][C:5]5[CH:6]=[CH:7][CH:8]=[CH:9][C:4]=5[NH2:1])=[CH:12][CH:13]=4)=[CH:17][CH:18]=3)([C:27]([F:28])([F:29])[F:30])[C:23]([F:26])([F:25])[F:24])=[CH:36][CH:35]=2)=[CH:43][CH:42]=1. (2) Reactant: [F:1][C:2]1[CH:3]=[C:4]([N:8]2[C:12](=[O:13])[NH:11][N:10]=[N:9]2)[CH:5]=[CH:6][CH:7]=1.C([O-])([O-])=O.[Cs+].[Cs+].Br[C:21]([CH3:28])([CH3:27])[C:22]([O:24][CH2:25][CH3:26])=[O:23]. Product: [CH2:25]([O:24][C:22](=[O:23])[C:21]([N:11]1[C:12](=[O:13])[N:8]([C:4]2[CH:5]=[CH:6][CH:7]=[C:2]([F:1])[CH:3]=2)[N:9]=[N:10]1)([CH3:28])[CH3:27])[CH3:26]. The catalyst class is: 3. (3) The catalyst class is: 166. Reactant: ClC(Cl)C.[CH3:5][O:6][C:7]1[CH:44]=[CH:43][C:10]([CH2:11][N:12]([CH2:34][C:35]2[CH:40]=[CH:39][C:38]([O:41][CH3:42])=[CH:37][CH:36]=2)[C:13]2[N:18]=[CH:17][C:16]([C:19]3[C:20]4[CH2:33][CH2:32][NH:31][C:21]=4[N:22]=[C:23]([N:25]4[CH2:30][CH2:29][O:28][CH2:27][CH2:26]4)[N:24]=3)=[CH:15][N:14]=2)=[CH:9][CH:8]=1.[I:45][C:46]1[CH:51]=[CH:50][CH:49]=[C:48]([N:52]=[C:53]=[O:54])[CH:47]=1. Product: [I:45][C:46]1[CH:47]=[C:48]([NH:52][C:53]([N:31]2[C:21]3[N:22]=[C:23]([N:25]4[CH2:30][CH2:29][O:28][CH2:27][CH2:26]4)[N:24]=[C:19]([C:16]4[CH:15]=[N:14][C:13]([N:12]([CH2:11][C:10]5[CH:9]=[CH:8][C:7]([O:6][CH3:5])=[CH:44][CH:43]=5)[CH2:34][C:35]5[CH:36]=[CH:37][C:38]([O:41][CH3:42])=[CH:39][CH:40]=5)=[N:18][CH:17]=4)[C:20]=3[CH2:33][CH2:32]2)=[O:54])[CH:49]=[CH:50][CH:51]=1. (4) Reactant: Br[C:2]1[CH:7]=[CH:6][N:5]=[C:4]([NH:8][C:9](=[O:11])[CH3:10])[CH:3]=1.[CH3:12][C:13]1([CH3:29])[C:17]([CH3:19])([CH3:18])[O:16][B:15]([B:15]2[O:16][C:17]([CH3:19])([CH3:18])[C:13]([CH3:29])([CH3:12])[O:14]2)[O:14]1.CC([O-])=O.[K+]. Product: [CH3:12][C:13]1([CH3:29])[C:17]([CH3:19])([CH3:18])[O:16][B:15]([C:2]2[CH:7]=[CH:6][N:5]=[C:4]([NH:8][C:9](=[O:11])[CH3:10])[CH:3]=2)[O:14]1. The catalyst class is: 431. (5) Reactant: FC(F)(F)S(O[C:7]1[CH:8]=[C:9]2[C@@:20]3([CH2:24][O:23][C:22]([NH2:25])=[N:21]3)[C:19]3[C:14](=[N:15][CH:16]=[C:17]([C:26]#[C:27][C:28]([O:31][CH3:32])([CH3:30])[CH3:29])[CH:18]=3)[O:13][C:10]2=[CH:11][CH:12]=1)(=O)=O.[N:35]1[CH:40]=[CH:39][CH:38]=[C:37](B(O)O)[CH:36]=1.CN(C=O)C.C(=O)([O-])[O-].[K+].[K+]. Product: [CH3:32][O:31][C:28]([CH3:30])([CH3:29])[C:27]#[C:26][C:17]1[CH:18]=[C:19]2[C@:20]3([CH2:24][O:23][C:22]([NH2:25])=[N:21]3)[C:9]3[C:10](=[CH:11][CH:12]=[C:7]([C:37]4[CH:36]=[N:35][CH:40]=[CH:39][CH:38]=4)[CH:8]=3)[O:13][C:14]2=[N:15][CH:16]=1. The catalyst class is: 257.